Dataset: Reaction yield outcomes from USPTO patents with 853,638 reactions. Task: Predict the reaction yield, written as a fraction of the theoretical maximum amount of product (1.0 means a 100% yield; for example, 0.34 means a 34% yield). (1) The reactants are [CH3:1][C:2]1[C:14]2[C:13]3[CH2:12][CH2:11][CH2:10][CH2:9][C:8]=3[C:7](=[O:15])[NH:6][C:5]=2[N:4]([CH3:16])[N:3]=1.[Br:17]N1C(=O)CCC1=O. The catalyst is C(Cl)(Cl)Cl.CN(C=O)C.N(C(C)(C)C#N)=NC(C)(C)C#N. The product is [Br:17][CH:12]1[CH2:11][CH2:10][CH2:9][C:8]2[C:7](=[O:15])[NH:6][C:5]3[N:4]([CH3:16])[N:3]=[C:2]([CH3:1])[C:14]=3[C:13]1=2. The yield is 0.870. (2) The yield is 0.0892. The catalyst is CN(C=O)C. The product is [CH3:1][S:2]([CH:5]([C:13]1[CH:18]=[CH:17][N:16]=[C:15]([S:19][CH3:20])[N:14]=1)[C:6]([O:8][CH3:9])=[O:7])(=[O:4])=[O:3]. The reactants are [CH3:1][S:2]([CH2:5][C:6]([O:8][CH3:9])=[O:7])(=[O:4])=[O:3].[H-].[Na+].Cl[C:13]1[CH:18]=[CH:17][N:16]=[C:15]([S:19][CH3:20])[N:14]=1.Cl. (3) The reactants are [CH:1]1([C:4]#[C:5][C:6]2[CH:12]=[CH:11][C:10]([S:13]([CH3:16])(=[O:15])=[O:14])=[CH:9][C:7]=2[NH2:8])[CH2:3][CH2:2]1. The catalyst is CO. The product is [CH:1]1([CH2:4][CH2:5][C:6]2[CH:12]=[CH:11][C:10]([S:13]([CH3:16])(=[O:15])=[O:14])=[CH:9][C:7]=2[NH2:8])[CH2:3][CH2:2]1. The yield is 0.410. (4) The reactants are [CH3:1][C:2]1([CH3:20])[CH2:6][C:5]2[C:7]([CH3:19])=[C:8]([N:13]3[CH2:18][CH2:17][NH:16][CH2:15][CH2:14]3)[C:9]([CH3:12])=[C:10]([CH3:11])[C:4]=2[O:3]1.Br[C:22]1[CH:27]=[CH:26][C:25]([O:28][CH3:29])=[C:24]([F:30])[CH:23]=1. No catalyst specified. The product is [F:30][C:24]1[CH:23]=[C:22]([N:16]2[CH2:15][CH2:14][N:13]([C:8]3[C:9]([CH3:12])=[C:10]([CH3:11])[C:4]4[O:3][C:2]([CH3:20])([CH3:1])[CH2:6][C:5]=4[C:7]=3[CH3:19])[CH2:18][CH2:17]2)[CH:27]=[CH:26][C:25]=1[O:28][CH3:29]. The yield is 0.360. (5) The yield is 0.960. The product is [Br:1][C:2]1[CH:3]=[C:4]2[C:9](=[CH:10][CH:11]=1)[C:8]([O:12][Si:26]([CH:33]([CH3:35])[CH3:34])([CH:30]([CH3:32])[CH3:31])[CH:27]([CH3:29])[CH3:28])=[CH:7][CH:6]=[CH:5]2. The catalyst is ClCCl. The reactants are [Br:1][C:2]1[CH:3]=[C:4]2[C:9](=[CH:10][CH:11]=1)[C:8](=[O:12])[CH2:7][CH2:6][CH2:5]2.C(N(CC)CC)C.FC(F)(F)S(O[Si:26]([CH:33]([CH3:35])[CH3:34])([CH:30]([CH3:32])[CH3:31])[CH:27]([CH3:29])[CH3:28])(=O)=O.ClC1C(=O)C(C#N)=C(C#N)C(=O)C=1Cl. (6) The reactants are [Br:1][C:2]1[CH:3]=[CH:4][C:5]([N+:16]([O-])=O)=[C:6]([N:8]([CH2:12][C:13](O)=[O:14])[CH:9]([CH3:11])[CH3:10])[CH:7]=1. The catalyst is C(O)(=O)C.[Fe]. The product is [Br:1][C:2]1[CH:7]=[C:6]2[C:5](=[CH:4][CH:3]=1)[NH:16][C:13](=[O:14])[CH2:12][N:8]2[CH:9]([CH3:11])[CH3:10]. The yield is 0.730. (7) The reactants are [CH2:1]([O:4][C:5]1[CH:14]=[N:13][C:12]2[C:11](=O)[NH:10][CH:9]=[N:8][C:7]=2[CH:6]=1)[C:2]#[CH:3].C(N(CC)C(C)C)(C)C.P(Cl)(Cl)([Cl:27])=O.C([O-])(O)=O.[Na+]. The catalyst is C1(C)C=CC=CC=1. The product is [Cl:27][C:11]1[C:12]2[N:13]=[CH:14][C:5]([O:4][CH2:1][C:2]#[CH:3])=[CH:6][C:7]=2[N:8]=[CH:9][N:10]=1. The yield is 0.920. (8) The reactants are [H-].[Na+].[I-].[CH3:4][S+](C)(C)=O.[CH2:9]([O:16][C:17]1[CH:18]=[C:19]([CH:30]=[CH:31][CH:32]=1)[CH:20]=[C:21]([C:26]([O:28][CH3:29])=[O:27])[C:22]([O:24][CH3:25])=[O:23])[C:10]1[CH:15]=[CH:14][CH:13]=[CH:12][CH:11]=1.[Cl-].[NH4+]. The catalyst is CS(C)=O.C1(C)C=CC=CC=1.O. The product is [CH3:29][O:28][C:26]([C:21]1([C:22]([O:24][CH3:25])=[O:23])[CH2:4][CH:20]1[C:19]1[CH:30]=[CH:31][CH:32]=[C:17]([O:16][CH2:9][C:10]2[CH:11]=[CH:12][CH:13]=[CH:14][CH:15]=2)[CH:18]=1)=[O:27]. The yield is 0.790.